Dataset: Peptide-MHC class II binding affinity with 134,281 pairs from IEDB. Task: Regression. Given a peptide amino acid sequence and an MHC pseudo amino acid sequence, predict their binding affinity value. This is MHC class II binding data. (1) The peptide sequence is MNMSRQGIFQTVGSG. The MHC is DRB1_1302 with pseudo-sequence DRB1_1302. The binding affinity (normalized) is 0.164. (2) The peptide sequence is MATTLPVQRHPRSLF. The MHC is DRB1_0901 with pseudo-sequence DRB1_0901. The binding affinity (normalized) is 0.151. (3) The peptide sequence is GPATPAAPAAGYTPA. The binding affinity (normalized) is 0. The MHC is DRB1_1201 with pseudo-sequence DRB1_1201. (4) The peptide sequence is IKVLVAMASINTLTL. The MHC is HLA-DPA10103-DPB10401 with pseudo-sequence HLA-DPA10103-DPB10401. The binding affinity (normalized) is 0.573. (5) The peptide sequence is SQDLELSWNLCGLQAY. The MHC is HLA-DQA10301-DQB10302 with pseudo-sequence HLA-DQA10301-DQB10302. The binding affinity (normalized) is 0.490. (6) The peptide sequence is CPLDHVNTLHFLTRG. The MHC is DRB1_0802 with pseudo-sequence DRB1_0802. The binding affinity (normalized) is 0.109. (7) The peptide sequence is LAKYKANWIEIMRIK. The MHC is HLA-DQA10104-DQB10503 with pseudo-sequence HLA-DQA10104-DQB10503. The binding affinity (normalized) is 0.341. (8) The peptide sequence is NGSQFFLCTAKTAWL. The MHC is HLA-DQA10102-DQB10602 with pseudo-sequence HLA-DQA10102-DQB10602. The binding affinity (normalized) is 0.352. (9) The peptide sequence is VKIEYSGTNNKTMAV. The MHC is HLA-DQA10104-DQB10503 with pseudo-sequence HLA-DQA10104-DQB10503. The binding affinity (normalized) is 0.0703. (10) The MHC is DRB1_0101 with pseudo-sequence DRB1_0101. The binding affinity (normalized) is 0.684. The peptide sequence is WKPLPTTITVPVEPT.